From a dataset of Catalyst prediction with 721,799 reactions and 888 catalyst types from USPTO. Predict which catalyst facilitates the given reaction. Reactant: [Cl:1][C:2]1[N:7]=[C:6](Cl)[C:5]([Cl:9])=[CH:4][N:3]=1.[NH2:10][CH:11]1[CH:15]2[O:16][CH2:17][CH:18]([N:19]3[C:27](=[O:28])[C:26]4[C:21](=[CH:22][CH:23]=[CH:24][CH:25]=4)[C:20]3=[O:29])[CH:14]2[O:13][CH2:12]1. Product: [Cl:1][C:2]1[N:7]=[C:6]([NH:10][CH:11]2[CH:15]3[O:16][CH2:17][CH:18]([N:19]4[C:27](=[O:28])[C:26]5[C:21](=[CH:22][CH:23]=[CH:24][CH:25]=5)[C:20]4=[O:29])[CH:14]3[O:13][CH2:12]2)[C:5]([Cl:9])=[CH:4][N:3]=1. The catalyst class is: 5.